From a dataset of NCI-60 drug combinations with 297,098 pairs across 59 cell lines. Regression. Given two drug SMILES strings and cell line genomic features, predict the synergy score measuring deviation from expected non-interaction effect. Drug 1: C1=NNC2=C1C(=O)NC=N2. Drug 2: CC1C(C(CC(O1)OC2CC(CC3=C2C(=C4C(=C3O)C(=O)C5=C(C4=O)C(=CC=C5)OC)O)(C(=O)CO)O)N)O.Cl. Cell line: SK-OV-3. Synergy scores: CSS=31.9, Synergy_ZIP=0.519, Synergy_Bliss=2.76, Synergy_Loewe=-6.71, Synergy_HSA=4.96.